From a dataset of Reaction yield outcomes from USPTO patents with 853,638 reactions. Predict the reaction yield, written as a fraction of the theoretical maximum amount of product (1.0 means a 100% yield; for example, 0.34 means a 34% yield). (1) The reactants are [C:1]([O:4][CH2:5][CH2:6][C:7]1[C:12]([N+:13]([O-])=O)=[CH:11][C:10]2[O:16][CH2:17][O:18][C:9]=2[CH:8]=1)(=[O:3])[CH3:2]. The catalyst is C(OCC)(=O)C.[Pd]. The product is [C:1]([O:4][CH2:5][CH2:6][C:7]1[C:12]([NH2:13])=[CH:11][C:10]2[O:16][CH2:17][O:18][C:9]=2[CH:8]=1)(=[O:3])[CH3:2]. The yield is 0.980. (2) The yield is 0.390. The catalyst is ClCCl. The reactants are [CH3:1][NH:2][CH2:3][C:4]1([C:10]2[CH:15]=[CH:14][C:13]([O:16][CH2:17][CH2:18][CH2:19][N:20]3[CH2:24][CH2:23][CH2:22][CH2:21]3)=[CH:12][CH:11]=2)[CH2:9][CH2:8][O:7][CH2:6][CH2:5]1.C(N(CC)CC)C.[CH3:32][N:33]([CH3:37])[C:34](Cl)=[O:35]. The product is [CH3:32][N:33]([CH3:37])[C:34]([N:2]([CH3:1])[CH2:3][C:4]1([C:10]2[CH:15]=[CH:14][C:13]([O:16][CH2:17][CH2:18][CH2:19][N:20]3[CH2:21][CH2:22][CH2:23][CH2:24]3)=[CH:12][CH:11]=2)[CH2:9][CH2:8][O:7][CH2:6][CH2:5]1)=[O:35].